Dataset: Reaction yield outcomes from USPTO patents with 853,638 reactions. Task: Predict the reaction yield, written as a fraction of the theoretical maximum amount of product (1.0 means a 100% yield; for example, 0.34 means a 34% yield). (1) The reactants are C(OC([NH:8][C@H:9]1[CH2:13][CH2:12][N:11]([CH2:14][C:15]2[CH:20]=[CH:19][C:18]([F:21])=[CH:17][CH:16]=2)[CH2:10]1)=O)(C)(C)C. The catalyst is C(O)=O. The product is [NH2:8][C@H:9]1[CH2:13][CH2:12][N:11]([CH2:14][C:15]2[CH:20]=[CH:19][C:18]([F:21])=[CH:17][CH:16]=2)[CH2:10]1. The yield is 0.910. (2) The reactants are [C:1]([C:5]1[CH:6]=[C:7]2[C:11](=[CH:12][C:13]=1[N+:14]([O-])=O)[NH:10][CH:9]=[CH:8]2)([CH3:4])([CH3:3])[CH3:2]. The catalyst is [Ni].CO. The product is [C:1]([C:5]1[CH:6]=[C:7]2[C:11](=[CH:12][C:13]=1[NH2:14])[NH:10][CH:9]=[CH:8]2)([CH3:4])([CH3:2])[CH3:3]. The yield is 0.870. (3) The reactants are [CH3:1][C:2]1[CH:7]=[C:6]([C:8]2[CH:13]=[CH:12][C:11]([NH2:14])=[CH:10][CH:9]=2)[CH:5]=[CH:4][N:3]=1.Cl.CN(C)CCCN=C=NCC.ON1C2C=CC=CC=2N=N1.[Cl:37][C:38]1[CH:43]=[C:42]([CH:44]([CH3:48])[C:45](O)=[O:46])[CH:41]=[CH:40][N:39]=1. The catalyst is CN(C=O)C.C(Cl)Cl.CC(=O)OCC. The product is [Cl:37][C:38]1[CH:43]=[C:42]([CH:44]([CH3:48])[C:45]([NH:14][C:11]2[CH:12]=[CH:13][C:8]([C:6]3[CH:5]=[CH:4][N:3]=[C:2]([CH3:1])[CH:7]=3)=[CH:9][CH:10]=2)=[O:46])[CH:41]=[CH:40][N:39]=1. The yield is 0.945. (4) The reactants are C([O:3][CH2:4][CH2:5][CH2:6][N:7]1[C:12](=[O:13])[C:11]2[C:14]([CH2:29][C:30]3[CH:35]=[CH:34][C:33]([Cl:36])=[CH:32][CH:31]=3)=[C:15]([O:18][C:19]3[CH:20]=[N:21][C:22]([C:25]([F:28])([F:27])[F:26])=[CH:23][CH:24]=3)[CH:16]=[N:17][C:10]=2[N:9]([CH3:37])[C:8]1=[O:38])=O.O[Li].O. The catalyst is C1COCC1.O.CC(=O)OCC. The product is [Cl:36][C:33]1[CH:32]=[CH:31][C:30]([CH2:29][C:14]2[C:11]3[C:12](=[O:13])[N:7]([CH2:6][CH2:5][CH2:4][OH:3])[C:8](=[O:38])[N:9]([CH3:37])[C:10]=3[N:17]=[CH:16][C:15]=2[O:18][C:19]2[CH:20]=[N:21][C:22]([C:25]([F:27])([F:26])[F:28])=[CH:23][CH:24]=2)=[CH:35][CH:34]=1. The yield is 0.342. (5) The reactants are C([C:3]1[CH:13]=[C:12]([Br:14])[CH:11]=[CH:10][C:4]=1[O:5][CH2:6][C:7](O)=O)=O.C([O-])(=O)C.[Na+].C(OC(=O)C)(=O)C. The catalyst is C(O)(=O)C. The product is [Br:14][C:12]1[CH:13]=[CH:3][C:4]2[O:5][CH:6]=[CH:7][C:10]=2[CH:11]=1. The yield is 0.400. (6) The reactants are Cl.[NH2:2][C:3]1[CH:4]=[C:5]([C:9]2[N:14]3[N:15]=[CH:16][C:17]([C:18]([C:20]4[S:21][CH:22]=[CH:23][CH:24]=4)=[O:19])=[C:13]3[N:12]=[CH:11][CH:10]=2)[CH:6]=[CH:7][CH:8]=1.[CH:25]([NH:28][C:29]#[N:30])([CH3:27])[CH3:26]. The catalyst is C(Cl)Cl. The product is [CH:25]([NH:28][C:29]([NH:2][C:3]1[CH:8]=[CH:7][CH:6]=[C:5]([C:9]2[N:14]3[N:15]=[CH:16][C:17]([C:18]([C:20]4[S:21][CH:22]=[CH:23][CH:24]=4)=[O:19])=[C:13]3[N:12]=[CH:11][CH:10]=2)[CH:4]=1)=[NH:30])([CH3:27])[CH3:26]. The yield is 0.550.